This data is from Catalyst prediction with 721,799 reactions and 888 catalyst types from USPTO. The task is: Predict which catalyst facilitates the given reaction. (1) Reactant: Br[C:2]1[CH:7]=[CH:6][C:5]([Br:8])=[CH:4][N:3]=1.[Li]CCCC.[S:14](Cl)([Cl:17])(=[O:16])=[O:15]. Product: [Br:8][C:5]1[CH:6]=[CH:7][C:2]([S:14]([Cl:17])(=[O:16])=[O:15])=[N:3][CH:4]=1. The catalyst class is: 247. (2) Reactant: [CH3:1][N:2]1[CH:6]=[C:5]([C:7]2[CH:8]=[C:9]([OH:30])[CH:10]=[C:11]([NH:13][C:14]3[N:23]=[CH:22][C:21]4[C:16](=[CH:17][CH:18]=[C:19]([C:24]#[C:25][Si:26]([CH3:29])([CH3:28])[CH3:27])[CH:20]=4)[N:15]=3)[CH:12]=2)[CH:4]=[N:3]1.[N:31]1[CH:36]=[CH:35][CH:34]=[CH:33][C:32]=1[CH2:37]O.C1(P(C2C=CC=CC=2)C2C=CC=CC=2)C=CC=CC=1.CCOC(/N=N/C(OCC)=O)=O. Product: [CH3:1][N:2]1[CH:6]=[C:5]([C:7]2[CH:12]=[C:11]([NH:13][C:14]3[N:23]=[CH:22][C:21]4[C:16](=[CH:17][CH:18]=[C:19]([C:24]#[C:25][Si:26]([CH3:29])([CH3:28])[CH3:27])[CH:20]=4)[N:15]=3)[CH:10]=[C:9]([O:30][CH2:37][C:32]3[CH:33]=[CH:34][CH:35]=[CH:36][N:31]=3)[CH:8]=2)[CH:4]=[N:3]1. The catalyst class is: 1. (3) Reactant: [C:1]([CH:3]=[CH:4][C@H:5]1[CH2:10][CH2:9][C@H:8]([NH:11][C:12](=[O:18])[O:13][C:14]([CH3:17])([CH3:16])[CH3:15])[CH2:7][CH2:6]1)#[N:2]. Product: [C:1]([CH2:3][CH2:4][C@H:5]1[CH2:10][CH2:9][C@H:8]([NH:11][C:12](=[O:18])[O:13][C:14]([CH3:16])([CH3:15])[CH3:17])[CH2:7][CH2:6]1)#[N:2]. The catalyst class is: 63. (4) Reactant: C(=O)([O-])O.[Na+].Cl.[NH2:7][OH:8].[F:9][C:10]([F:27])([F:26])[C:11]1[CH:25]=[CH:24][CH:23]=[CH:22][C:12]=1[O:13][C:14]1[CH:19]=[CH:18][N:17]=[C:16]([C:20]#[N:21])[CH:15]=1. Product: [F:27][C:10]([F:26])([F:9])[C:11]1[CH:25]=[CH:24][CH:23]=[CH:22][C:12]=1[O:13][C:14]1[CH:19]=[CH:18][N:17]=[C:16]([C:20](=[N:7][OH:8])[NH2:21])[CH:15]=1. The catalyst class is: 8. (5) Reactant: C([O:3][C:4]1[N:5]([C:23]2[CH:28]=[CH:27][CH:26]=[C:25]([C:29]([F:32])([F:31])[F:30])[CH:24]=2)[C:6]([CH3:22])=[C:7]([C:9]2[N:10]([C:14]3[CH:21]=[CH:20][C:17]([C:18]#[N:19])=[CH:16][CH:15]=3)[CH:11]=[CH:12][N:13]=2)[N:8]=1)C.Cl. Product: [CH3:22][C:6]1[N:5]([C:23]2[CH:28]=[CH:27][CH:26]=[C:25]([C:29]([F:32])([F:31])[F:30])[CH:24]=2)[C:4](=[O:3])[NH:8][C:7]=1[C:9]1[N:10]([C:14]2[CH:15]=[CH:16][C:17]([C:18]#[N:19])=[CH:20][CH:21]=2)[CH:11]=[CH:12][N:13]=1. The catalyst class is: 21. (6) Reactant: C(OC([N:8]1[C:13]2[CH:14]=[C:15]([Cl:20])[C:16]([O:18][CH3:19])=[CH:17][C:12]=2[O:11][CH:10]([C:21]([N:23]2[CH2:28][CH2:27][C:26]([CH2:31][C:32]3[CH:37]=[CH:36][C:35]([F:38])=[CH:34][CH:33]=3)([CH2:29][OH:30])[CH2:25][CH2:24]2)=[O:22])[CH2:9]1)=O)(C)(C)C.FC(F)(F)C(O)=O. Product: [Cl:20][C:15]1[C:16]([O:18][CH3:19])=[CH:17][C:12]2[O:11][CH:10]([C:21]([N:23]3[CH2:24][CH2:25][C:26]([CH2:31][C:32]4[CH:33]=[CH:34][C:35]([F:38])=[CH:36][CH:37]=4)([CH2:29][OH:30])[CH2:27][CH2:28]3)=[O:22])[CH2:9][NH:8][C:13]=2[CH:14]=1. The catalyst class is: 2.